Dataset: Forward reaction prediction with 1.9M reactions from USPTO patents (1976-2016). Task: Predict the product of the given reaction. (1) Given the reactants C[Si]([Br:5])(C)C.[F:6][C:7]1[C:8]([C:14]2[N:18]([CH:19]3[CH2:24][CH2:23][O:22][CH2:21][CH2:20]3)[C:17]([CH3:25])=[N:16][CH:15]=2)=[N:9][C:10](N)=[N:11][CH:12]=1.C(ON=O)(C)(C)C.C([O-])(O)=O.[Na+], predict the reaction product. The product is: [Br:5][C:10]1[N:9]=[C:8]([C:14]2[N:18]([CH:19]3[CH2:24][CH2:23][O:22][CH2:21][CH2:20]3)[C:17]([CH3:25])=[N:16][CH:15]=2)[C:7]([F:6])=[CH:12][N:11]=1. (2) The product is: [CH3:1][O:2][C:3]1[C:20]([O:21][CH3:22])=[CH:19][C:6]([CH2:7][CH:8]([C:9]([O:11][CH2:12][CH3:13])=[O:10])[C:14]([O:16][CH2:17][CH3:18])=[O:15])=[C:5]([N+:23]([O-:25])=[O:24])[CH:4]=1. Given the reactants [CH3:1][O:2][C:3]1[C:20]([O:21][CH3:22])=[CH:19][C:6]([CH:7]=[C:8]([C:14]([O:16][CH2:17][CH3:18])=[O:15])[C:9]([O:11][CH2:12][CH3:13])=[O:10])=[C:5]([N+:23]([O-:25])=[O:24])[CH:4]=1.C([BH3-])#N.[Na+].BrC1C=CC=C(O)C=1C.Cl, predict the reaction product. (3) Given the reactants C([O:4][C@H:5]1[CH2:22][CH2:21][C@@:20]2([CH3:23])[C@@H:7]([CH2:8][CH2:9][C@:10]3([CH3:42])[C@@H:19]2[CH2:18][CH2:17][C@H:16]2[C@@:11]3([CH3:41])[CH2:12][CH2:13][C@@:14]3([C:31]([N:33]4[CH2:38][CH2:37][CH:36]([O:39][CH3:40])[CH2:35][CH2:34]4)=[O:32])[CH2:26][CH2:25][C@@H:24]([C:27]4([CH3:30])[CH2:29][CH2:28]4)[C@@H:15]32)[C:6]1([CH3:44])[CH3:43])(=O)C.[OH-].[Na+], predict the reaction product. The product is: [OH:4][C@H:5]1[CH2:22][CH2:21][C@@:20]2([CH3:23])[C@@H:7]([CH2:8][CH2:9][C@:10]3([CH3:42])[C@@H:19]2[CH2:18][CH2:17][C@H:16]2[C@@:11]3([CH3:41])[CH2:12][CH2:13][C@@:14]3([C:31]([N:33]4[CH2:34][CH2:35][CH:36]([O:39][CH3:40])[CH2:37][CH2:38]4)=[O:32])[CH2:26][CH2:25][C@@H:24]([C:27]4([CH3:30])[CH2:29][CH2:28]4)[C@@H:15]32)[C:6]1([CH3:44])[CH3:43]. (4) The product is: [CH3:2][S:3][CH2:4][CH2:5][NH:6][C:15](=[O:17])[O:14][C:24]([CH3:23])([CH3:25])[CH3:7]. Given the reactants Cl.[CH3:2][S:3][CH2:4][CH2:5][NH2:6].[CH2:7](N(CC)CC)C.[OH2:14].[C:15](OCC)(=[O:17])C.O1[CH2:25][CH2:24][CH2:23]C1, predict the reaction product.